From a dataset of Forward reaction prediction with 1.9M reactions from USPTO patents (1976-2016). Predict the product of the given reaction. (1) Given the reactants [C:1]([C:3]1[CH:11]=[CH:10][CH:9]=[C:8]2[C:4]=1[CH2:5][CH2:6][C@@H:7]2[NH:12][C:13](=[O:19])[O:14][C:15]([CH3:18])([CH3:17])[CH3:16])#[N:2].Cl[CH2:21][C:22]([N:24]([CH3:26])[CH3:25])=[O:23], predict the reaction product. The product is: [C:1]([C:3]1[CH:11]=[CH:10][CH:9]=[C:8]2[C:4]=1[CH2:5][CH2:6][C@@H:7]2[N:12]([CH2:21][C:22]([N:24]([CH3:26])[CH3:25])=[O:23])[C:13](=[O:19])[O:14][C:15]([CH3:16])([CH3:18])[CH3:17])#[N:2]. (2) Given the reactants [CH3:1][O:2][C:3]1[CH:43]=[CH:42][C:6]([CH2:7][NH:8][C:9]2[S:10][C:11]([C:14]3[CH:15]=[C:16]4[C:20](=[CH:21][CH:22]=3)[N:19](S(C3C=CC(C)=CC=3)(=O)=O)[CH:18]=[C:17]4B3OC(C)(C)C(C)(C)O3)=[N:12][N:13]=2)=[CH:5][CH:4]=1.Br[C:45]1[N:50]=[C:49]([N:51]2[CH2:56][CH2:55][N:54]3[C:57]([CH3:60])=[N:58][N:59]=[C:53]3[CH2:52]2)[CH:48]=[CH:47][CH:46]=1.C(=O)([O-])[O-].[K+].[K+], predict the reaction product. The product is: [CH3:1][O:2][C:3]1[CH:4]=[CH:5][C:6]([CH2:7][NH:8][C:9]2[S:10][C:11]([C:14]3[CH:15]=[C:16]4[C:20](=[CH:21][CH:22]=3)[NH:19][CH:18]=[C:17]4[C:45]3[CH:46]=[CH:47][CH:48]=[C:49]([N:51]4[CH2:56][CH2:55][N:54]5[C:57]([CH3:60])=[N:58][N:59]=[C:53]5[CH2:52]4)[N:50]=3)=[N:12][N:13]=2)=[CH:42][CH:43]=1. (3) Given the reactants [NH2:1][C:2](=O)[CH2:3][C:4]1[C:5]([Cl:33])=[N:6][C:7]([CH2:13][C:14]2[CH:19]=[CH:18][CH:17]=[CH:16][C:15]=2[C:20]2[C:29]3[C:24](=[CH:25][CH:26]=[CH:27][CH:28]=3)[CH:23]=[C:22]([C:30]([NH2:32])=[O:31])[CH:21]=2)=[N:8][C:9]=1[N:10]([CH3:12])[CH3:11].FC(F)(F)C(OC(=O)C(F)(F)F)=O, predict the reaction product. The product is: [Cl:33][C:5]1[C:4]([CH2:3][C:2]#[N:1])=[C:9]([N:10]([CH3:12])[CH3:11])[N:8]=[C:7]([CH2:13][C:14]2[CH:19]=[CH:18][CH:17]=[CH:16][C:15]=2[C:20]2[C:29]3[C:24](=[CH:25][CH:26]=[CH:27][CH:28]=3)[CH:23]=[C:22]([C:30]([NH2:32])=[O:31])[CH:21]=2)[N:6]=1. (4) Given the reactants [NH2:1][C:2]1[S:3][C:4]2[CH:10]=[C:9]([O:11][C:12]3[CH:13]=[C:14]([NH:18][C:19](=[O:31])[C:20]4[CH:25]=[CH:24][CH:23]=[C:22]([C:26]5([C:29]#[N:30])[CH2:28][CH2:27]5)[CH:21]=4)[CH:15]=[CH:16][CH:17]=3)[CH:8]=[CH:7][C:5]=2[N:6]=1.[O:32]1[CH:36]=[C:35]([C:37](O)=[O:38])[N:34]=[CH:33]1.Cl.C(N=C=NCCCN(C)C)C.[OH-].[Na+], predict the reaction product. The product is: [C:29]([C:26]1([C:22]2[CH:21]=[C:20]([CH:25]=[CH:24][CH:23]=2)[C:19]([NH:18][C:14]2[CH:13]=[C:12]([CH:17]=[CH:16][CH:15]=2)[O:11][C:9]2[CH:8]=[CH:7][C:5]3[N:6]=[C:2]([NH:1][C:37]([C:35]4[N:34]=[CH:33][O:32][CH:36]=4)=[O:38])[S:3][C:4]=3[CH:10]=2)=[O:31])[CH2:27][CH2:28]1)#[N:30]. (5) Given the reactants C[N:2]([CH2:10][C:11]1[CH:15]=[C:14]([C:16]2[CH:21]=[CH:20][CH:19]=[CH:18][CH:17]=2)[NH:13][CH:12]=1)[C:3](=O)OC(C)(C)C.[H-].[Na+].[Cl:24][C:25]1[CH:30]=[CH:29][C:28]([S:31](Cl)(=[O:33])=[O:32])=[CH:27][CH:26]=1, predict the reaction product. The product is: [ClH:24].[Cl:24][C:25]1[CH:30]=[CH:29][C:28]([S:31]([N:13]2[C:14]([C:16]3[CH:17]=[CH:18][CH:19]=[CH:20][CH:21]=3)=[CH:15][C:11]([CH2:10][NH:2][CH3:3])=[CH:12]2)(=[O:33])=[O:32])=[CH:27][CH:26]=1.